The task is: Regression. Given a peptide amino acid sequence and an MHC pseudo amino acid sequence, predict their binding affinity value. This is MHC class I binding data.. This data is from Peptide-MHC class I binding affinity with 185,985 pairs from IEDB/IMGT. The peptide sequence is MLKLRQARL. The MHC is HLA-A69:01 with pseudo-sequence HLA-A69:01. The binding affinity (normalized) is 0.0847.